Dataset: Full USPTO retrosynthesis dataset with 1.9M reactions from patents (1976-2016). Task: Predict the reactants needed to synthesize the given product. (1) The reactants are: [NH2:1][C:2]1[CH:7]=[C:6]([CH2:8][CH2:9][C:10]([O:12]C)=[O:11])[CH:5]=[CH:4][C:3]=1[C:14]1[CH:19]=[CH:18][CH:17]=[C:16]([N:20]([CH3:29])[C:21]([NH:23][CH2:24][CH2:25][CH2:26][CH2:27][CH3:28])=[O:22])[CH:15]=1.[OH-].[Li+]. Given the product [NH2:1][C:2]1[CH:7]=[C:6]([CH2:8][CH2:9][C:10]([OH:12])=[O:11])[CH:5]=[CH:4][C:3]=1[C:14]1[CH:19]=[CH:18][CH:17]=[C:16]([N:20]([CH3:29])[C:21]([NH:23][CH2:24][CH2:25][CH2:26][CH2:27][CH3:28])=[O:22])[CH:15]=1, predict the reactants needed to synthesize it. (2) Given the product [CH3:17][S:18]([O:30][CH2:29][C:27]1[CH:26]=[C:25]([N:31]2[CH2:36][CH2:35][O:34][CH2:33][C@@H:32]2[CH3:37])[N:24]=[C:23]([Cl:22])[N:28]=1)(=[O:20])=[O:19], predict the reactants needed to synthesize it. The reactants are: ClC1N=C(CI)C=C(N2CCOC[C@@H]2C)N=1.[CH3:17][S:18](Cl)(=[O:20])=[O:19].[Cl:22][C:23]1[N:28]=[C:27]([CH2:29][OH:30])[CH:26]=[C:25]([N:31]2[CH2:36][CH2:35][O:34][CH2:33][C@@H:32]2[CH3:37])[N:24]=1.C(N(CC)CC)C. (3) The reactants are: Br[C:2]1[CH:28]=[CH:27][C:5]([C:6]([N:8]2[C:14]3[CH:15]=[CH:16][CH:17]=[CH:18][C:13]=3[CH2:12][N:11]([C:19]([O:21][C:22]([CH3:25])([CH3:24])[CH3:23])=[O:20])[C@H:10]([CH3:26])[CH2:9]2)=[O:7])=[C:4]([Cl:29])[CH:3]=1.C1(P(C2C=CC=CC=2)C2C=CC3C(=CC=CC=3)C=2C2C3C(=CC=CC=3)C=CC=2P(C2C=CC=CC=2)C2C=CC=CC=2)C=CC=CC=1.C(=O)([O-])[O-].[Cs+].[Cs+].[CH2:82]1[CH:86]([OH:87])[CH2:85][NH:84][CH2:83]1. Given the product [Cl:29][C:4]1[CH:3]=[C:2]([N:84]2[CH2:83][CH2:82][CH:86]([OH:87])[CH2:85]2)[CH:28]=[CH:27][C:5]=1[C:6]([N:8]1[C:14]2[CH:15]=[CH:16][CH:17]=[CH:18][C:13]=2[CH2:12][N:11]([C:19]([O:21][C:22]([CH3:25])([CH3:24])[CH3:23])=[O:20])[C@H:10]([CH3:26])[CH2:9]1)=[O:7], predict the reactants needed to synthesize it. (4) Given the product [F:1][C:2]1[CH:3]=[C:4]2[C:8](=[CH:9][CH:10]=1)[NH:7][C:6](=[O:11])[C:5]2=[C:30]1[O:29][CH:28]([C:22]2[CH:27]=[CH:26][CH:25]=[CH:24][CH:23]=2)[C:32]2[S:33][CH:34]=[CH:35][C:31]1=2, predict the reactants needed to synthesize it. The reactants are: [F:1][C:2]1[CH:3]=[C:4]2[C:8](=[CH:9][CH:10]=1)[NH:7][C:6](=[O:11])[CH2:5]2.C[Si]([N-][Si](C)(C)C)(C)C.[Li+].[C:22]1([CH:28]2[C:32]3[S:33][CH:34]=[CH:35][C:31]=3[C:30](=O)[O:29]2)[CH:27]=[CH:26][CH:25]=[CH:24][CH:23]=1.Cl. (5) Given the product [Cl:1][C:2]1[CH:7]=[CH:6][C:5]([C:8]2[S:9][C:10]([CH2:25][CH3:26])=[C:11]([C:13]3[C:14](=[O:24])[C:15]([CH3:23])([CH3:22])[O:16][C:17]([CH3:20])([CH3:21])[C:18]=3[O:19][C:34](=[O:39])[C:35]([CH3:38])([CH3:37])[CH3:36])[N:12]=2)=[CH:4][CH:3]=1, predict the reactants needed to synthesize it. The reactants are: [Cl:1][C:2]1[CH:7]=[CH:6][C:5]([C:8]2[S:9][C:10]([CH2:25][CH3:26])=[C:11]([CH:13]3[C:18](=[O:19])[C:17]([CH3:21])([CH3:20])[O:16][C:15]([CH3:23])([CH3:22])[C:14]3=[O:24])[N:12]=2)=[CH:4][CH:3]=1.C(N(CC)CC)C.[C:34](Cl)(=[O:39])[C:35]([CH3:38])([CH3:37])[CH3:36]. (6) Given the product [C:29]([C:31]1[CH:39]=[C:90]([CH:37]=[CH:33][CH:32]=1)[C:88]([N:87]([CH2:91][CH2:92][O:44][CH2:45][CH2:46][O:47][CH2:48][CH2:49][O:50][CH2:51][CH2:52][C:53]([O:55][C:56]([CH3:59])([CH3:58])[CH3:57])=[O:54])[CH3:84])=[O:67])(=[O:30])[NH2:28], predict the reactants needed to synthesize it. The reactants are: C1(C2N=CC([NH:28][C:29]([C:31]3[CH:39]=C(N4CCCCC4)[CH:37]=[CH:33][C:32]=3[NH:28][C:29]([C:31]3[CH:32]=[C:33]([CH:37]=C[CH:39]=3)C(O)=O)=[O:30])=[O:30])=CN=2)C=CC=CC=1.CNCC[O:44][CH2:45][CH2:46][O:47][CH2:48][CH2:49][O:50][CH2:51][CH2:52][C:53]([O:55][C:56]([CH3:59])([CH3:58])[CH3:57])=[O:54].CN(C([O:67]N1N=NC2C=CC=NC1=2)=[N+](C)C)C.F[P-](F)(F)(F)(F)F.[CH:84]([N:87]([CH2:91][CH3:92])[CH:88]([CH3:90])C)(C)C. (7) Given the product [C:1]1([C:7]2[O:8][C:9]([C:15]([F:18])([F:17])[F:16])=[C:10]([C:12]([NH:43][C:44]3[CH:45]=[CH:46][C:47]([C:50]4[S:54][C:53]([CH:55]5[CH2:56][CH2:57][CH:58]([CH2:61][C:62]([O:64][CH2:65][CH3:66])=[O:63])[CH2:59][CH2:60]5)=[N:52][CH:51]=4)=[CH:48][CH:49]=3)=[O:14])[N:11]=2)[CH:2]=[CH:3][CH:4]=[CH:5][CH:6]=1, predict the reactants needed to synthesize it. The reactants are: [C:1]1([C:7]2[O:8][C:9]([C:15]([F:18])([F:17])[F:16])=[C:10]([C:12]([OH:14])=O)[N:11]=2)[CH:6]=[CH:5][CH:4]=[CH:3][CH:2]=1.CN(C(ON1N=NC2C=CC=NC1=2)=[N+](C)C)C.F[P-](F)(F)(F)(F)F.[NH2:43][C:44]1[CH:49]=[CH:48][C:47]([C:50]2[S:54][C:53]([CH:55]3[CH2:60][CH2:59][CH:58]([CH2:61][C:62]([O:64][CH2:65][CH3:66])=[O:63])[CH2:57][CH2:56]3)=[N:52][CH:51]=2)=[CH:46][CH:45]=1.CCN(C(C)C)C(C)C.